From a dataset of Forward reaction prediction with 1.9M reactions from USPTO patents (1976-2016). Predict the product of the given reaction. (1) Given the reactants [OH-].[K+].[C:3]([O:7][C:8]([NH:10][C@@H:11]([CH2:24][CH2:25][CH3:26])[C:12]([O:21][CH2:22][CH3:23])([O:18][CH2:19][CH3:20])[C:13]([O:15]CC)=[O:14])=[O:9])([CH3:6])([CH3:5])[CH3:4].ClCCl.Cl, predict the reaction product. The product is: [C:3]([O:7][C:8]([NH:10][C@@H:11]([CH2:24][CH2:25][CH3:26])[C:12]([O:18][CH2:19][CH3:20])([O:21][CH2:22][CH3:23])[C:13]([OH:15])=[O:14])=[O:9])([CH3:6])([CH3:5])[CH3:4]. (2) Given the reactants [Br:1][C:2]1[C:7]([NH2:8])=[CH:6][C:5]([Br:9])=[CH:4][N:3]=1.C(N(CC)CC)C.[CH2:17]([O:24][CH2:25][C:26](Cl)=[O:27])[C:18]1[CH:23]=[CH:22][CH:21]=[CH:20][CH:19]=1, predict the reaction product. The product is: [CH2:17]([O:24][CH2:25][C:26]([NH:8][C:7]1[C:2]([Br:1])=[N:3][CH:4]=[C:5]([Br:9])[CH:6]=1)=[O:27])[C:18]1[CH:23]=[CH:22][CH:21]=[CH:20][CH:19]=1. (3) Given the reactants [CH2:1]([O:8][C:9]([NH:11][C@H:12]1[CH2:16][CH2:15][N:14]([C@H:17]2[CH2:22][CH2:21][CH:20]([NH:23][C:24]([CH3:27])([CH3:26])[CH3:25])[CH2:19][C@H:18]2[C:28]([O:30][CH3:31])=[O:29])[C:13]1=[O:32])=[O:10])[C:2]1[CH:7]=[CH:6][CH:5]=[CH:4][CH:3]=1.C=O.[BH-](OC(C)=O)(OC(C)=O)O[C:37](C)=O.[Na+], predict the reaction product. The product is: [CH2:1]([O:8][C:9]([NH:11][C@H:12]1[CH2:16][CH2:15][N:14]([C@H:17]2[CH2:22][CH2:21][C@@H:20]([N:23]([C:24]([CH3:27])([CH3:26])[CH3:25])[CH3:37])[CH2:19][C@H:18]2[C:28]([O:30][CH3:31])=[O:29])[C:13]1=[O:32])=[O:10])[C:2]1[CH:7]=[CH:6][CH:5]=[CH:4][CH:3]=1. (4) The product is: [CH:12]1([CH2:11][CH2:10][CH2:9][C@@H:8]([C:18]2[O:22][N:21]=[C:20]([CH2:23][OH:24])[N:19]=2)[CH2:7][C:6]([O:5][C:1]([CH3:4])([CH3:3])[CH3:2])=[O:28])[CH2:13][CH2:14][CH2:15][CH2:16][CH2:17]1. Given the reactants [C:1]([O:5][C:6](=[O:28])[CH2:7][C@H:8]([C:18]1[O:22][N:21]=[C:20]([C:23](OCC)=[O:24])[N:19]=1)[CH2:9][CH2:10][CH2:11][CH:12]1[CH2:17][CH2:16][CH2:15][CH2:14][CH2:13]1)([CH3:4])([CH3:3])[CH3:2].[BH4-].[Na+].C(O)(=O)CC(CC(O)=O)(C(O)=O)O, predict the reaction product. (5) Given the reactants [N:1]1[CH:6]=[CH:5][CH:4]=[CH:3][C:2]=1[C@H:7]([C@H:9]1[CH2:15][CH2:14][C:11]2([CH2:13][CH2:12]2)[O:10]1)[OH:8].CC(OI1(OC(C)=O)(OC(C)=O)OC(=O)C2C=CC=CC1=2)=O, predict the reaction product. The product is: [N:1]1[CH:6]=[CH:5][CH:4]=[CH:3][C:2]=1[C:7]([C@H:9]1[CH2:15][CH2:14][C:11]2([CH2:13][CH2:12]2)[O:10]1)=[O:8]. (6) Given the reactants [C:1]1([C:7]2[C:8]([C:16]3[CH:21]=[CH:20][CH:19]=[CH:18][CH:17]=3)=[C:9]([CH2:14]O)[CH:10]=[CH:11][C:12]=2[CH3:13])[CH:6]=[CH:5][CH:4]=[CH:3][CH:2]=1.S(Cl)(Cl)=O.[NH:26]1[CH2:31][CH2:30][CH2:29][CH2:28][CH2:27]1, predict the reaction product. The product is: [C:1]1([C:7]2[C:8]([C:16]3[CH:21]=[CH:20][CH:19]=[CH:18][CH:17]=3)=[C:9]([CH2:14][N:26]3[CH2:31][CH2:30][CH2:29][CH2:28][CH2:27]3)[CH:10]=[CH:11][C:12]=2[CH3:13])[CH:6]=[CH:5][CH:4]=[CH:3][CH:2]=1.